Dataset: Reaction yield outcomes from USPTO patents with 853,638 reactions. Task: Predict the reaction yield, written as a fraction of the theoretical maximum amount of product (1.0 means a 100% yield; for example, 0.34 means a 34% yield). (1) The reactants are O=[C:2]1[CH2:7][CH2:6][CH:5]([C:8]([O:10][CH2:11][CH3:12])=[O:9])[CH2:4][CH2:3]1.[CH2:13]([SH:16])[CH2:14][SH:15].B(F)(F)F.CCOCC. The catalyst is C(Cl)Cl. The product is [S:15]1[C:2]2([CH2:7][CH2:6][CH:5]([C:8]([O:10][CH2:11][CH3:12])=[O:9])[CH2:4][CH2:3]2)[S:16][CH2:13][CH2:14]1. The yield is 0.750. (2) The reactants are Br[C:2]1[CH:7]=[CH:6][CH:5]=[C:4]([Br:8])[C:3]=1[CH2:9][CH3:10].[Li]CCCC.CN([CH:19]=[O:20])C.[NH4+].[Cl-]. The catalyst is C1COCC1. The product is [Br:8][C:4]1[C:3]([CH2:9][CH3:10])=[C:2]([CH:7]=[CH:6][CH:5]=1)[CH:19]=[O:20]. The yield is 0.392. (3) The product is [F:17][CH2:16][C:3]1([CH2:2][F:1])[O:7][B:6]([OH:8])[C:5]2[CH:9]=[CH:10][C:11]([C:13]3[CH2:34][C:33]([C:31]4[CH:30]=[C:29]([Cl:39])[C:28]([Cl:40])=[C:27]([Cl:26])[CH:32]=4)([C:35]([F:38])([F:37])[F:36])[O:15][N:14]=3)=[CH:12][C:4]1=2. The yield is 0.160. The catalyst is CN(C=O)C.O. The reactants are [F:1][CH2:2][C:3]1([CH2:16][F:17])[O:7][B:6]([OH:8])[C:5]2[CH:9]=[CH:10][C:11](/[CH:13]=[N:14]/[OH:15])=[CH:12][C:4]1=2.C1C(=O)N(Cl)C(=O)C1.[Cl:26][C:27]1[CH:32]=[C:31]([C:33]([C:35]([F:38])([F:37])[F:36])=[CH2:34])[CH:30]=[C:29]([Cl:39])[C:28]=1[Cl:40].Cl. (4) The reactants are [F:1][C:2]1[CH:3]=[C:4]([CH:18]=[CH:19][C:20]=1[F:21])[CH2:5][NH:6][C:7](=[O:17])[CH:8]=[C:9]1[C:13](=[O:14])OC(C)(C)[O:10]1.[CH2:22]=[N:23][CH2:24][CH2:25][N:26]1[CH2:31][CH2:30][O:29][CH2:28][CH2:27]1.CO. No catalyst specified. The product is [F:1][C:2]1[CH:3]=[C:4]([CH:18]=[CH:19][C:20]=1[F:21])[CH2:5][NH:6][C:7]([C:8]1[CH2:22][N:23]([CH2:24][CH2:25][N:26]2[CH2:31][CH2:30][O:29][CH2:28][CH2:27]2)[C:13](=[O:14])[C:9]=1[OH:10])=[O:17]. The yield is 0.310. (5) The reactants are IC.[Br:3][C:4]1[CH:9]=[CH:8][C:7]([OH:10])=[C:6]([I:11])[CH:5]=1.[C:12](=O)([O-])[O-].[K+].[K+]. The catalyst is CC(C)=O. The product is [Br:3][C:4]1[CH:9]=[CH:8][C:7]([O:10][CH3:12])=[C:6]([I:11])[CH:5]=1. The yield is 0.930. (6) The reactants are [Cl:1][C:2]1[CH:7]=[C:6]([O:8]C)[CH:5]=[CH:4][C:3]=1[CH2:10][C@@H:11]([NH:13][C:14](=[O:28])[CH2:15][N:16]1[C:21](=[O:22])[C:20]2[S:23][C:24]([CH3:27])=[C:25]([CH3:26])[C:19]=2[CH:18]=[N:17]1)[CH3:12].B(Br)(Br)Br. The catalyst is C(Cl)Cl. The product is [Cl:1][C:2]1[CH:7]=[C:6]([OH:8])[CH:5]=[CH:4][C:3]=1[CH2:10][C@@H:11]([NH:13][C:14](=[O:28])[CH2:15][N:16]1[C:21](=[O:22])[C:20]2[S:23][C:24]([CH3:27])=[C:25]([CH3:26])[C:19]=2[CH:18]=[N:17]1)[CH3:12]. The yield is 0.100.